From a dataset of Forward reaction prediction with 1.9M reactions from USPTO patents (1976-2016). Predict the product of the given reaction. (1) Given the reactants [Br:1][C:2]1[CH:7]=[CH:6][C:5]([C:8](=O)[CH2:9][C:10](=O)[C:11]([F:14])([F:13])[F:12])=[CH:4][CH:3]=1.[NH2:17][C:18]1[C:22]([C:23]2[CH:28]=[C:27]([CH3:29])[N:26]=[C:25]([CH3:30])[CH:24]=2)=[CH:21][NH:20][N:19]=1, predict the reaction product. The product is: [Br:1][C:2]1[CH:7]=[CH:6][C:5]([C:8]2[CH:9]=[C:10]([C:11]([F:14])([F:13])[F:12])[N:19]3[N:20]=[CH:21][C:22]([C:23]4[CH:28]=[C:27]([CH3:29])[N:26]=[C:25]([CH3:30])[CH:24]=4)=[C:18]3[N:17]=2)=[CH:4][CH:3]=1. (2) Given the reactants Br[C:2]1[CH:3]=[C:4]([C:8]2[C:21]3[C:22]4=[C:23]5[C:18](=[CH:19][CH:20]=3)[CH:17]=[CH:16][CH:15]=[C:14]5[CH:13]=[CH:12][C:11]4=[CH:10][CH:9]=2)[CH:5]=[CH:6][CH:7]=1.[CH3:24][C:25]1([CH3:59])[C:49]2[C:29]([CH:30]=[C:31]3[CH:48]=[C:47]4[C:34]([C:35]5[C:40]([C:41]6[C:46]4=[CH:45][CH:44]=[CH:43][CH:42]=6)=[CH:39][CH:38]=[CH:37][CH:36]=5)=[CH:33][C:32]3=2)=[CH:28][C:27](B2OC(C)(C)C(C)(C)O2)=[CH:26]1.C([O-])([O-])=O.[Na+].[Na+].CCO, predict the reaction product. The product is: [CH3:59][C:25]1([CH3:24])[C:49]2[C:29]([CH:30]=[C:31]3[C:32]=2[CH:33]=[C:34]2[C:47]([C:46]4[CH:45]=[CH:44][CH:43]=[CH:42][C:41]=4[C:40]4[CH:39]=[CH:38][CH:37]=[CH:36][C:35]=42)=[CH:48]3)=[CH:28][C:27]([C:6]2[CH:7]=[CH:2][CH:3]=[C:4]([C:8]3[C:21]4[C:22]5=[C:23]6[C:18](=[CH:19][CH:20]=4)[CH:17]=[CH:16][CH:15]=[C:14]6[CH:13]=[CH:12][C:11]5=[CH:10][CH:9]=3)[CH:5]=2)=[CH:26]1.